From a dataset of Forward reaction prediction with 1.9M reactions from USPTO patents (1976-2016). Predict the product of the given reaction. (1) Given the reactants C(OC(=O)[NH:7][C:8]1([C:12]2[CH:17]=[CH:16][C:15]([C:18]3[C:19]([C:29]4[CH:34]=[CH:33][CH:32]=[CH:31][CH:30]=4)=[CH:20][C:21]4[N:22]([C:24]([CH:27]=[CH2:28])=[CH:25][N:26]=4)[N:23]=3)=[CH:14][CH:13]=2)[CH2:11][CH2:10][CH2:9]1)(C)(C)C, predict the reaction product. The product is: [C:29]1([C:19]2[C:18]([C:15]3[CH:14]=[CH:13][C:12]([C:8]4([NH2:7])[CH2:9][CH2:10][CH2:11]4)=[CH:17][CH:16]=3)=[N:23][N:22]3[C:24]([CH:27]=[CH2:28])=[CH:25][N:26]=[C:21]3[CH:20]=2)[CH:30]=[CH:31][CH:32]=[CH:33][CH:34]=1. (2) Given the reactants CS(O[CH:6]1[CH2:11][CH2:10][CH:9]([S:12]([C:15]2[CH:20]=[CH:19][CH:18]=[C:17]([C:21]([F:24])([F:23])[F:22])[CH:16]=2)(=[O:14])=[O:13])[CH2:8][CH2:7]1)(=O)=O.[NH:25]1[CH2:30][CH2:29][NH:28][CH2:27][C:26]1=[O:31], predict the reaction product. The product is: [F:22][C:21]([F:24])([F:23])[C:17]1[CH:16]=[C:15]([S:12]([CH:9]2[CH2:10][CH2:11][CH:6]([N:28]3[CH2:29][CH2:30][NH:25][C:26](=[O:31])[CH2:27]3)[CH2:7][CH2:8]2)(=[O:14])=[O:13])[CH:20]=[CH:19][CH:18]=1.